This data is from Forward reaction prediction with 1.9M reactions from USPTO patents (1976-2016). The task is: Predict the product of the given reaction. (1) Given the reactants [CH3:1][O-:2].[Na+].[O:4]1[C:6]2([CH2:15][CH2:14][C:9]3([O:13][CH2:12][CH2:11][O:10]3)[CH2:8][CH2:7]2)[CH2:5]1, predict the reaction product. The product is: [CH3:1][O:2][CH2:5][C:6]1([OH:4])[CH2:15][CH2:14][C:9]2([O:13][CH2:12][CH2:11][O:10]2)[CH2:8][CH2:7]1. (2) Given the reactants [F:1][C:2]([F:25])([F:24])[C:3]1[N:8]=[CH:7][C:6]([CH2:9][NH:10][S:11]([C:14]2[CH:23]=[CH:22][C:17]([C:18]([O:20][CH3:21])=[O:19])=[CH:16][CH:15]=2)(=[O:13])=[O:12])=[CH:5][CH:4]=1.Cl[C:27]1[C:32]([Cl:33])=[CH:31][C:30]([C:34]([F:37])([F:36])[F:35])=[CH:29][N:28]=1.C([O-])([O-])=O.[Cs+].[Cs+], predict the reaction product. The product is: [Cl:33][C:32]1[C:27]([N:10]([CH2:9][C:6]2[CH:7]=[N:8][C:3]([C:2]([F:1])([F:24])[F:25])=[CH:4][CH:5]=2)[S:11]([C:14]2[CH:23]=[CH:22][C:17]([C:18]([O:20][CH3:21])=[O:19])=[CH:16][CH:15]=2)(=[O:13])=[O:12])=[N:28][CH:29]=[C:30]([C:34]([F:36])([F:35])[F:37])[CH:31]=1. (3) The product is: [CH3:16][C:17]1[CH:24]=[CH:23][C:20]([C:21](=[NH:22])[NH:9][C:8]2[CH:10]=[CH:11][C:5]([S:2]([CH3:1])(=[O:3])=[O:4])=[CH:6][CH:7]=2)=[CH:19][CH:18]=1. Given the reactants [CH3:1][S:2]([C:5]1[CH:11]=[CH:10][C:8]([NH2:9])=[CH:7][CH:6]=1)(=[O:4])=[O:3].C[Al](C)C.[CH3:16][C:17]1[CH:24]=[CH:23][C:20]([C:21]#[N:22])=[CH:19][CH:18]=1, predict the reaction product. (4) Given the reactants [NH2:1][C:2]1[O:6][N:5]=[C:4]([CH3:7])[C:3]=1[Br:8].[Cl:9][C:10]1[CH:11]=[C:12]([S:16](Cl)(=[O:18])=[O:17])[S:13][C:14]=1[Cl:15], predict the reaction product. The product is: [Br:8][C:3]1[C:4]([CH3:7])=[N:5][O:6][C:2]=1[NH:1][S:16]([C:12]1[S:13][C:14]([Cl:15])=[C:10]([Cl:9])[CH:11]=1)(=[O:18])=[O:17]. (5) Given the reactants FC1C=C(S)C=CC=1.F[C:10]1[CH:11]=[C:12]([S:16]([C:19]2[CH:20]=[C:21]3[C:26](=[CH:27][CH:28]=2)[C:25](=[O:29])[CH2:24][CH2:23][CH2:22]3)(=[O:18])=[O:17])[CH:13]=[CH:14][CH:15]=1, predict the reaction product. The product is: [C:12]1([S:16]([C:19]2[CH:20]=[C:21]3[C:26](=[CH:27][CH:28]=2)[C:25](=[O:29])[CH2:24][CH2:23][CH2:22]3)(=[O:18])=[O:17])[CH:11]=[CH:10][CH:15]=[CH:14][CH:13]=1. (6) Given the reactants C[O:2][C:3](=[O:34])[CH2:4][C:5]1[C:14]([CH3:15])=[C:13]([CH:16]2[CH2:21][CH2:20][N:19]([S:22]([CH2:25][C:26]3[CH:31]=[CH:30][C:29]([Cl:32])=[CH:28][CH:27]=3)(=[O:24])=[O:23])[CH2:18][CH2:17]2)[C:12]2[C:7](=[CH:8][CH:9]=[C:10]([F:33])[CH:11]=2)[CH:6]=1.O.[OH-].[Li+], predict the reaction product. The product is: [Cl:32][C:29]1[CH:30]=[CH:31][C:26]([CH2:25][S:22]([N:19]2[CH2:20][CH2:21][CH:16]([C:13]3[C:12]4[C:7](=[CH:8][CH:9]=[C:10]([F:33])[CH:11]=4)[CH:6]=[C:5]([CH2:4][C:3]([OH:34])=[O:2])[C:14]=3[CH3:15])[CH2:17][CH2:18]2)(=[O:23])=[O:24])=[CH:27][CH:28]=1. (7) Given the reactants [Cl:1][C:2]1[CH:7]=[CH:6][CH:5]=[CH:4][C:3]=1[C:8]1[CH:9]=[N:10][C:11]2[N:12]([N:21]=[C:22](S(C)(=O)=O)[C:23]=2[C:24](=[O:31])[NH:25][CH:26]2[CH2:30][CH2:29][CH2:28][CH2:27]2)[C:13]=1[C:14]1[CH:19]=[CH:18][C:17]([Cl:20])=[CH:16][CH:15]=1.[C-:36]#[N:37].[Na+].C(OCC)(=O)C.C(=O)([O-])O.[Na+], predict the reaction product. The product is: [Cl:1][C:2]1[CH:7]=[CH:6][CH:5]=[CH:4][C:3]=1[C:8]1[CH:9]=[N:10][C:11]2[N:12]([N:21]=[C:22]([C:36]#[N:37])[C:23]=2[C:24](=[O:31])[NH:25][CH:26]2[CH2:30][CH2:29][CH2:28][CH2:27]2)[C:13]=1[C:14]1[CH:19]=[CH:18][C:17]([Cl:20])=[CH:16][CH:15]=1. (8) The product is: [Cl:45][C:35]1[CH:36]=[CH:37][C:38]([CH2:40][CH2:41][CH2:42][O:43][CH3:44])=[CH:39][C:34]=1[CH2:33][N:29]([CH:30]1[CH2:32][CH2:31]1)[C:27](=[O:28])[CH:17]([CH2:16][C:15]1[CH:14]=[CH:13][C:12]([O:11][CH2:10][CH2:9][O:8][C:7]2[C:6]([Cl:51])=[CH:5][C:4]([CH2:1][CH2:2][CH2:3][OH:61])=[CH:49][C:48]=2[Cl:50])=[CH:47][CH:46]=1)[CH2:18][NH:19][C:20](=[O:26])[O:21][C:22]([CH3:23])([CH3:25])[CH3:24]. Given the reactants [CH2:1]([C:4]1[CH:49]=[C:48]([Cl:50])[C:7]([O:8][CH2:9][CH2:10][O:11][C:12]2[CH:47]=[CH:46][C:15]([CH2:16][CH:17]([C:27]([N:29]([CH2:33][C:34]3[CH:39]=[C:38]([CH2:40][CH2:41][CH2:42][O:43][CH3:44])[CH:37]=[CH:36][C:35]=3[Cl:45])[CH:30]3[CH2:32][CH2:31]3)=[O:28])[CH2:18][NH:19][C:20](=[O:26])[O:21][C:22]([CH3:25])([CH3:24])[CH3:23])=[CH:14][CH:13]=2)=[C:6]([Cl:51])[CH:5]=1)[CH:2]=[CH2:3].C12BC(CCC1)CCC2.[OH-:61].[Na+].OO, predict the reaction product.